From a dataset of Forward reaction prediction with 1.9M reactions from USPTO patents (1976-2016). Predict the product of the given reaction. Given the reactants O[C:2]1[CH:11]=[CH:10][C:5]([C:6]([O:8][CH3:9])=[O:7])=[CH:4][CH:3]=1.C([O:14][P:15](COS(C(F)(F)F)(=O)=O)([O:17]CC)=[O:16])C.C([O-])([O-])=O.[Cs+].[Cs+], predict the reaction product. The product is: [P:15]([C:10]1[CH:11]=[CH:2][CH:3]=[CH:4][C:5]=1[C:6]([O:8][CH3:9])=[O:7])([OH:17])([OH:16])=[O:14].